This data is from Reaction yield outcomes from USPTO patents with 853,638 reactions. The task is: Predict the reaction yield, written as a fraction of the theoretical maximum amount of product (1.0 means a 100% yield; for example, 0.34 means a 34% yield). The reactants are Cl.[O:2]=[C:3]1[NH:12][C:11]2[N:10]=[CH:9][C:8](/[CH:13]=[CH:14]/[C:15]([OH:17])=O)=[CH:7][C:6]=2[CH2:5][CH2:4]1.Cl.[CH3:19][C:20](=[CH2:27])[CH2:21][O:22][CH:23]1[CH2:26][NH:25][CH2:24]1.CCN(C(C)C)C(C)C.CCN=C=NCCCN(C)C. The catalyst is CN(C1C=CN=CC=1)C.CN(C=O)C. The product is [CH3:27][C:20](=[CH2:19])[CH2:21][O:22][CH:23]1[CH2:26][N:25]([C:15](=[O:17])/[CH:14]=[CH:13]/[C:8]2[CH:7]=[C:6]3[C:11](=[N:10][CH:9]=2)[NH:12][C:3](=[O:2])[CH2:4][CH2:5]3)[CH2:24]1. The yield is 0.160.